This data is from Forward reaction prediction with 1.9M reactions from USPTO patents (1976-2016). The task is: Predict the product of the given reaction. The product is: [NH2:3][CH2:12][CH2:13][CH2:14][N:15]1[CH2:20][CH2:19][CH:18]([N:21]([CH2:27][C:28]2[CH:32]=[CH:31][S:30][CH:29]=2)[C:22]([NH:24][O:25][CH3:26])=[O:23])[CH2:17][CH2:16]1. Given the reactants O=C1C2C(=CC=CC=2)C(=O)[N:3]1[CH2:12][CH2:13][CH2:14][N:15]1[CH2:20][CH2:19][CH:18]([N:21]([CH2:27][C:28]2[CH:32]=[CH:31][S:30][CH:29]=2)[C:22]([NH:24][O:25][CH3:26])=[O:23])[CH2:17][CH2:16]1.O.NN, predict the reaction product.